From a dataset of Catalyst prediction with 721,799 reactions and 888 catalyst types from USPTO. Predict which catalyst facilitates the given reaction. (1) Reactant: [CH3:1][O:2][CH2:3][CH2:4][CH2:5][O:6][C:7]1[CH:8]=[C:9]2[C:13](=[C:14]([NH:16][S:17]([C:20]3[CH:25]=[CH:24][CH:23]=[CH:22][N:21]=3)(=[O:19])=[O:18])[CH:15]=1)[NH:12][C:11]([C:26]([O:28][CH2:29][CH3:30])=[O:27])=[CH:10]2.[C:31](=O)([O-])[O-].[K+].[K+].CN(C)C=O.CI. Product: [CH3:1][O:2][CH2:3][CH2:4][CH2:5][O:6][C:7]1[CH:8]=[C:9]2[C:13](=[C:14]([N:16]([CH3:31])[S:17]([C:20]3[CH:25]=[CH:24][CH:23]=[CH:22][N:21]=3)(=[O:18])=[O:19])[CH:15]=1)[NH:12][C:11]([C:26]([O:28][CH2:29][CH3:30])=[O:27])=[CH:10]2. The catalyst class is: 6. (2) Reactant: [H-].[Al+3].[Li+].[H-].[H-].[H-].[Cl:7][C:8]1[N:9]=[C:10]2[C:18](=[CH:19][C:20]=1[CH3:21])[CH:17]=[C:16]1[N:11]2[C@H:12]([CH3:23])[CH2:13][NH:14][C:15]1=O.C(C(C(C([O-])=O)O)O)([O-])=O.[K+].[Na+]. Product: [Cl:7][C:8]1[N:9]=[C:10]2[C:18](=[CH:19][C:20]=1[CH3:21])[CH:17]=[C:16]1[N:11]2[C@H:12]([CH3:23])[CH2:13][NH:14][CH2:15]1. The catalyst class is: 310. (3) Product: [CH3:11][O:12][C:13]1[CH:14]=[C:15]([CH:18]=[CH:19][C:20]=1[O:21][CH3:22])[CH2:16][NH:17][C:2]1[CH:10]=[CH:9][C:5]2[N:6]=[CH:7][NH:8][C:4]=2[CH:3]=1. The catalyst class is: 110. Reactant: Br[C:2]1[CH:10]=[CH:9][C:5]2[N:6]=[CH:7][NH:8][C:4]=2[CH:3]=1.[CH3:11][O:12][C:13]1[CH:14]=[C:15]([CH:18]=[CH:19][C:20]=1[O:21][CH3:22])[CH2:16][NH2:17].C1(P(C2CCCCC2)C2C=CC=CC=2C2C=CC=CC=2N(C)C)CCCCC1.C[Si]([N-][Si](C)(C)C)(C)C.[Li+].C1COCC1.